From a dataset of Full USPTO retrosynthesis dataset with 1.9M reactions from patents (1976-2016). Predict the reactants needed to synthesize the given product. (1) Given the product [C:12]([O:11][C:9](=[O:10])[NH:16][CH2:17][CH2:18][C:19]1[CH:25]=[CH:24][CH:23]=[CH:22][C:20]=1[NH2:21])([CH3:13])([CH3:14])[CH3:15], predict the reactants needed to synthesize it. The reactants are: [C:12]([O:11][C:9](O[C:9]([O:11][C:12]([CH3:15])([CH3:14])[CH3:13])=[O:10])=[O:10])([CH3:15])([CH3:14])[CH3:13].[NH2:16][CH2:17][CH2:18][C:19]1[CH:25]=[CH:24][CH:23]=[CH:22][C:20]=1[NH2:21]. (2) Given the product [CH3:1][S:2]([N:5]1[CH2:10][CH2:9][CH2:8][C@H:7]([NH:11][C:12]2[C:17]([C:18]3[N:19]=[C:20]4[CH:26]=[CH:25][NH:24][C:21]4=[N:22][CH:23]=3)=[CH:16][N:15]=[C:14]([N:39]3[CH2:43][CH2:42][C@@H:41]([OH:44])[CH2:40]3)[N:13]=2)[CH2:6]1)(=[O:3])=[O:4], predict the reactants needed to synthesize it. The reactants are: [CH3:1][S:2]([N:5]1[CH2:10][CH2:9][CH2:8][C@H:7]([NH:11][C:12]2[C:17]([C:18]3[N:19]=[C:20]4[CH:26]=[CH:25][N:24](COCC[Si](C)(C)C)[C:21]4=[N:22][CH:23]=3)=[CH:16][N:15]=[C:14](S(C)(=O)=O)[N:13]=2)[CH2:6]1)(=[O:4])=[O:3].[NH:39]1[CH2:43][CH2:42][C@H:41]([OH:44])[CH2:40]1.CS(C)(=O)=O. (3) Given the product [F:8][C:9]1[CH:14]=[CH:13][C:12]([S:15]([N:18]([CH3:3])[C@H:19]2[CH2:38][N:23]3[C:24]4[C:29]([C:30]([CH2:31][C:32]([O:34][CH2:35][CH2:36][CH3:37])=[O:33])=[C:22]3[CH2:21][CH2:20]2)=[CH:28][CH:27]=[CH:26][CH:25]=4)(=[O:16])=[O:17])=[CH:11][CH:10]=1, predict the reactants needed to synthesize it. The reactants are: [H-].[Na+].[CH3:3]N(C=O)C.[F:8][C:9]1[CH:14]=[CH:13][C:12]([S:15]([NH:18][C@H:19]2[CH2:38][N:23]3[C:24]4[C:29]([C:30]([CH2:31][C:32]([O:34][CH2:35][CH2:36][CH3:37])=[O:33])=[C:22]3[CH2:21][CH2:20]2)=[CH:28][CH:27]=[CH:26][CH:25]=4)(=[O:17])=[O:16])=[CH:11][CH:10]=1. (4) Given the product [CH3:1][O:2][C:3]([C:5]1([C:8]2[CH:13]=[CH:12][C:11]([OH:14])=[C:10]([N+:16]([O-:18])=[O:17])[CH:9]=2)[CH2:6][CH2:7]1)=[O:4], predict the reactants needed to synthesize it. The reactants are: [CH3:1][O:2][C:3]([C:5]1([C:8]2[CH:13]=[CH:12][C:11]([O:14]C)=[C:10]([N+:16]([O-:18])=[O:17])[CH:9]=2)[CH2:7][CH2:6]1)=[O:4].B(Br)(Br)Br.O. (5) Given the product [OH:3][NH:2][C:34](=[O:35])/[CH:33]=[CH:32]/[C:29]1[CH:30]=[CH:31][C:26]([S:23]([N:20]2[CH2:21][CH2:22][N:17]([C:13]3[CH:14]=[CH:15][CH:16]=[C:11]([C:10]([F:38])([F:37])[F:9])[CH:12]=3)[CH2:18][CH2:19]2)(=[O:25])=[O:24])=[CH:27][CH:28]=1, predict the reactants needed to synthesize it. The reactants are: Cl.[NH2:2][OH:3].C([O-])(O)=O.[Na+].[F:9][C:10]([F:38])([F:37])[C:11]1[CH:12]=[C:13]([N:17]2[CH2:22][CH2:21][N:20]([S:23]([C:26]3[CH:31]=[CH:30][C:29](/[CH:32]=[CH:33]/[C:34](Cl)=[O:35])=[CH:28][CH:27]=3)(=[O:25])=[O:24])[CH2:19][CH2:18]2)[CH:14]=[CH:15][CH:16]=1. (6) Given the product [C:25]([Si:22]([CH3:24])([CH3:23])[O:1][C:2]1[CH:3]=[C:4]2[C:8](=[CH:9][CH:10]=1)[NH:7][N:6]=[C:5]2[N:11]1[C:19](=[O:20])[C:18]2[C:13](=[CH:14][CH:15]=[CH:16][CH:17]=2)[C:12]1=[O:21])([CH3:28])([CH3:27])[CH3:26], predict the reactants needed to synthesize it. The reactants are: [OH:1][C:2]1[CH:3]=[C:4]2[C:8](=[CH:9][CH:10]=1)[NH:7][N:6]=[C:5]2[N:11]1[C:19](=[O:20])[C:18]2[C:13](=[CH:14][CH:15]=[CH:16][CH:17]=2)[C:12]1=[O:21].[Si:22](Cl)([C:25]([CH3:28])([CH3:27])[CH3:26])([CH3:24])[CH3:23].N12CCCN=C1CCCCC2.Cl. (7) Given the product [CH:3]1([NH:9][C:10]2[C:14]3([CH2:15][CH2:16][N:17]([CH2:29][C:30]4[CH:31]=[CH:32][C:33]([NH:36][C:37](=[O:43])[O:38][C:39]([CH3:41])([CH3:40])[CH3:42])=[N:34][CH:35]=4)[CH2:18][CH2:19]3)[N:13]([C:20]3[CH:25]=[CH:24][CH:23]=[C:22]([F:26])[CH:21]=3)[C:12](=[O:27])[N:11]=2)[CH2:4][CH2:5][CH2:6][CH2:7][CH2:8]1, predict the reactants needed to synthesize it. The reactants are: Cl.Cl.[CH:3]1([NH2+:9][C:10]2[C:14]3([CH2:19][CH2:18][NH2+:17][CH2:16][CH2:15]3)[N:13]([C:20]3[CH:25]=[CH:24][CH:23]=[C:22]([F:26])[CH:21]=3)[C:12](=[O:27])[N:11]=2)[CH2:8][CH2:7][CH2:6][CH2:5][CH2:4]1.Br[CH2:29][C:30]1[CH:31]=[CH:32][C:33]([NH:36][C:37](=[O:43])[O:38][C:39]([CH3:42])([CH3:41])[CH3:40])=[N:34][CH:35]=1.N1C(C)=CC=CC=1C.[Li+].[Br-].C1COCC1.C(=O)([O-])[O-].[K+].[K+]. (8) Given the product [O:21]=[C:20]1[C:4]2[C:5]3[C:6](=[C:7]([C:11]4[CH:12]=[CH:13][CH:14]=[CH:15][CH:16]=4)[NH:8][C:9]=3[CH:10]=[C:2]([NH:1][C:22](=[O:28])/[CH:23]=[CH:24]/[CH:25]=[CH:26]/[CH3:27])[CH:3]=2)[CH:17]=[N:18][NH:19]1, predict the reactants needed to synthesize it. The reactants are: [NH2:1][C:2]1[CH:3]=[C:4]2[C:20](=[O:21])[NH:19][N:18]=[CH:17][C:6]3=[C:7]([C:11]4[CH:16]=[CH:15][CH:14]=[CH:13][CH:12]=4)[NH:8][C:9]([CH:10]=1)=[C:5]23.[C:22](O)(=[O:28])/[CH:23]=[CH:24]/[CH:25]=[CH:26]/[CH3:27].C(N(CC)CC)C.F[P-](F)(F)(F)(F)F.N1(OC(N(C)C)=[N+](C)C)C2N=CC=CC=2N=N1.